Dataset: Retrosynthesis with 50K atom-mapped reactions and 10 reaction types from USPTO. Task: Predict the reactants needed to synthesize the given product. (1) Given the product Cc1cn(-c2cnc3c(N)ncnc3c2)c2c1C(=O)CC(C)(C)C2, predict the reactants needed to synthesize it. The reactants are: Cc1c[nH]c2c1C(=O)CC(C)(C)C2.Nc1ncnc2cc(F)cnc12. (2) Given the product CCC(C)(C)NC(=S)NC#N, predict the reactants needed to synthesize it. The reactants are: CCC(C)(C)N=C=S.N#CN. (3) Given the product CC(=O)Nc1ccc(NC(=O)CN2CCC(Cc3ccc(F)cc3)CC2)cc1, predict the reactants needed to synthesize it. The reactants are: CC(=O)OC(C)=O.Nc1ccc(NC(=O)CN2CCC(Cc3ccc(F)cc3)CC2)cc1. (4) Given the product CCCCC12CCC(=O)C(C)=C1c1cc(F)c(N)cc1C2, predict the reactants needed to synthesize it. The reactants are: CCCCC1(CCC(=O)CC)Cc2cc(N)c(F)cc2C1=O. (5) The reactants are: NCc1ccncc1.O=C(O)c1ccc2cncc(Br)c2n1. Given the product O=C(NCc1ccncc1)c1ccc2cncc(Br)c2n1, predict the reactants needed to synthesize it. (6) Given the product Cc1noc(-c2ccc(Br)cc2)c1C(=O)N1CCN(S(=O)(=O)c2ccc(Cl)c(Cl)c2)CC1, predict the reactants needed to synthesize it. The reactants are: Cc1noc(-c2ccc(Br)cc2)c1C(=O)O.O=S(=O)(c1ccc(Cl)c(Cl)c1)N1CCNCC1.